This data is from Full USPTO retrosynthesis dataset with 1.9M reactions from patents (1976-2016). The task is: Predict the reactants needed to synthesize the given product. (1) Given the product [CH:7]1[C:6]2[CH:5]([CH2:4][O:3][C:1]([NH:18][C@H:19]([CH:20]([CH3:21])[CH3:22])[C:23]([O:25][C@H:28](/[CH:56]=[CH:57]/[CH2:58][CH2:59][S:60][C:61]([C:74]3[CH:79]=[CH:78][CH:77]=[CH:76][CH:75]=3)([C:68]3[CH:73]=[CH:72][CH:71]=[CH:70][CH:69]=3)[C:62]3[CH:63]=[CH:64][CH:65]=[CH:66][CH:67]=3)[CH2:29][C:30]([NH:32][CH2:33][C:34]3[CH:35]=[CH:36][CH:37]=[C:38]([CH2:40][N:41]([CH2:42][C:43]([O:45][CH3:46])=[O:44])[CH2:47][C:48]4[CH:53]=[CH:52][C:51]([O:54][CH3:55])=[CH:50][CH:49]=4)[N:39]=3)=[O:31])=[O:24])=[O:2])[C:17]3[C:12](=[CH:13][CH:14]=[CH:15][CH:16]=3)[C:11]=2[CH:10]=[CH:9][CH:8]=1, predict the reactants needed to synthesize it. The reactants are: [C:1]([NH:18][C@H:19]([C:23]([OH:25])=[O:24])[CH:20]([CH3:22])[CH3:21])([O:3][CH2:4][CH:5]1[C:17]2[C:12](=[CH:13][CH:14]=[CH:15][CH:16]=2)[C:11]2[C:6]1=[CH:7][CH:8]=[CH:9][CH:10]=2)=[O:2].[Cl-].O[C@H:28](/[CH:56]=[CH:57]/[CH2:58][CH2:59][S:60][C:61]([C:74]1[CH:79]=[CH:78][CH:77]=[CH:76][CH:75]=1)([C:68]1[CH:73]=[CH:72][CH:71]=[CH:70][CH:69]=1)[C:62]1[CH:67]=[CH:66][CH:65]=[CH:64][CH:63]=1)[CH2:29][C:30]([NH:32][CH2:33][C:34]1[N:39]=[C:38]([CH2:40][N:41]([CH2:47][C:48]2[CH:53]=[CH:52][C:51]([O:54][CH3:55])=[CH:50][CH:49]=2)[CH2:42][C:43]([O:45][CH3:46])=[O:44])[CH:37]=[CH:36][CH:35]=1)=[O:31]. (2) Given the product [CH3:4][N:5]([CH2:1][C:9]1[N:8]([CH3:7])[CH:12]=[CH:11][CH:10]=1)[CH3:6], predict the reactants needed to synthesize it. The reactants are: [CH2:1]=O.Cl.[CH3:4][NH:5][CH3:6].[CH3:7][N:8]1[CH:12]=[CH:11][CH:10]=[CH:9]1.